Dataset: Full USPTO retrosynthesis dataset with 1.9M reactions from patents (1976-2016). Task: Predict the reactants needed to synthesize the given product. (1) Given the product [ClH:1].[NH2:30][C@@H:26]1[CH2:27][CH2:28][CH2:29][N:24]([C:2]2[C:7]([C:8]([F:11])([F:10])[F:9])=[CH:6][N:5]=[C:4]3[NH:12][CH:13]=[C:14]([NH:15][C:16](=[O:23])[C:17]4[CH:22]=[CH:21][CH:20]=[CH:19][N:18]=4)[C:3]=23)[CH2:25]1, predict the reactants needed to synthesize it. The reactants are: [Cl:1][C:2]1[C:7]([C:8]([F:11])([F:10])[F:9])=[CH:6][N:5]=[C:4]2[NH:12][CH:13]=[C:14]([NH:15][C:16](=[O:23])[C:17]3[CH:22]=[CH:21][CH:20]=[CH:19][N:18]=3)[C:3]=12.[NH:24]1[CH2:29][CH2:28][CH2:27][C@@H:26]([NH:30]C(=O)OC(C)(C)C)[CH2:25]1.CCN(C(C)C)C(C)C.C(O)(C(F)(F)F)=O. (2) Given the product [F:22][C:23]([F:28])([F:27])[CH:24]([OH:25])[CH2:26][N:3]1[CH2:8][CH2:7][CH2:6][CH:5]([O:9][C:10]2[CH:15]=[CH:14][N:13]=[CH:12][CH:11]=2)[CH2:4]1, predict the reactants needed to synthesize it. The reactants are: Cl.Cl.[NH:3]1[CH2:8][CH2:7][CH2:6][CH:5]([O:9][C:10]2[CH:15]=[CH:14][N:13]=[CH:12][CH:11]=2)[CH2:4]1.C(=O)([O-])[O-].[Cs+].[Cs+].[F:22][C:23]([F:28])([F:27])[CH:24]1[CH2:26][O:25]1. (3) Given the product [CH:1]1[CH:2]=[CH:3][N:4]2[CH2:10][C:9]3[CH:11]=[CH:12][CH:13]=[CH:14][C:8]=3[N:7]([C:15]([C:17]3[CH:22]=[CH:21][C:20]([C:23]4[C:28]5[C:27](=[CH:45][CH:36]=[CH:37][CH:38]=5)[CH2:26][CH2:25][CH:24]=4)=[C:19]([CH3:29])[CH:18]=3)=[O:16])[CH2:6][C:5]=12, predict the reactants needed to synthesize it. The reactants are: [CH:1]1[CH:2]=[CH:3][N:4]2[CH2:10][C:9]3[CH:11]=[CH:12][CH:13]=[CH:14][C:8]=3[N:7]([C:15]([C:17]3[CH:22]=[CH:21][C:20]([C:23]4[CH2:28][CH2:27][CH2:26][CH2:25][CH:24]=4)=[C:19]([CH3:29])[CH:18]=3)=[O:16])[CH2:6][C:5]=12.FC(F)(F)S(O[C:36]1[C:45]2C(=CC=CC=2)C[CH2:38][CH:37]=1)(=O)=O. (4) The reactants are: Cl.[F:2][C:3]1[CH:8]=[C:7]([F:9])[CH:6]=[CH:5][C:4]=1[N:10]1[CH:14]([C:15]2[CH:20]=[CH:19][C:18]([N:21]3[CH2:26][CH2:25][NH:24][CH2:23][CH2:22]3)=[CH:17][CH:16]=2)[CH2:13][C:12]([C:27]([C:33]([F:36])([F:35])[F:34])([C:29]([F:32])([F:31])[F:30])[OH:28])=[N:11]1.[CH3:37][N:38]([CH3:43])[S:39](Cl)(=[O:41])=[O:40]. Given the product [F:2][C:3]1[CH:8]=[C:7]([F:9])[CH:6]=[CH:5][C:4]=1[N:10]1[CH:14]([C:15]2[CH:16]=[CH:17][C:18]([N:21]3[CH2:22][CH2:23][N:24]([S:39](=[O:41])(=[O:40])[N:38]([CH3:43])[CH3:37])[CH2:25][CH2:26]3)=[CH:19][CH:20]=2)[CH2:13][C:12]([C:27]([C:29]([F:30])([F:32])[F:31])([C:33]([F:34])([F:35])[F:36])[OH:28])=[N:11]1, predict the reactants needed to synthesize it. (5) Given the product [CH3:53][O:52][C:33]1[CH:34]=[C:35]([O:37][CH2:38][C:39]2[C:40]([CH3:51])=[C:41]([C:45]3[CH:46]=[CH:47][CH:48]=[CH:49][CH:50]=3)[CH:42]=[CH:43][CH:44]=2)[CH:36]=[C:29]([O:28][CH3:27])[C:30]=1[CH2:1][N:2]([CH3:13])[CH2:3][CH2:4][NH:5][C:6](=[O:12])[O:7][C:8]([CH3:9])([CH3:11])[CH3:10], predict the reactants needed to synthesize it. The reactants are: [CH3:1][NH:2][CH2:3][CH2:4][NH:5][C:6](=[O:12])[O:7][C:8]([CH3:11])([CH3:10])[CH3:9].[C:13](O[BH-](OC(=O)C)OC(=O)C)(=O)C.[Na+].[CH3:27][O:28][C:29]1[CH:36]=[C:35]([O:37][CH2:38][C:39]2[C:40]([CH3:51])=[C:41]([C:45]3[CH:50]=[CH:49][CH:48]=[CH:47][CH:46]=3)[CH:42]=[CH:43][CH:44]=2)[CH:34]=[C:33]([O:52][CH3:53])[C:30]=1C=O.